Dataset: Reaction yield outcomes from USPTO patents with 853,638 reactions. Task: Predict the reaction yield, written as a fraction of the theoretical maximum amount of product (1.0 means a 100% yield; for example, 0.34 means a 34% yield). The reactants are [OH:1][C:2]1[CH:3]=[C:4]2[C:9](=[CH:10][CH:11]=1)[CH:8]=[C:7]([CH2:12][N:13]1[CH2:18][CH2:17][CH:16]([C:19]([O:21][CH2:22][CH3:23])=[O:20])[CH2:15][CH2:14]1)[CH:6]=[CH:5]2.[O:24](S(C(F)(F)F)(=O)=O)[S:25]([C:28]([F:31])([F:30])[F:29])(=O)=[O:26]. The catalyst is C(Cl)Cl. The product is [F:29][C:28]([F:31])([F:30])[S:25]([O:1][C:2]1[CH:3]=[C:4]2[C:9](=[CH:10][CH:11]=1)[CH:8]=[C:7]([CH2:12][N:13]1[CH2:18][CH2:17][CH:16]([C:19]([O:21][CH2:22][CH3:23])=[O:20])[CH2:15][CH2:14]1)[CH:6]=[CH:5]2)(=[O:26])=[O:24]. The yield is 0.900.